From a dataset of Forward reaction prediction with 1.9M reactions from USPTO patents (1976-2016). Predict the product of the given reaction. (1) The product is: [CH3:28][O:24][C:23](=[O:25])[C:22]1[CH:21]=[CH:20][C:19]([C:17](=[O:18])/[CH:16]=[CH:15]/[C:7]2[CH:6]=[C:5]([C:1]([CH3:2])([CH3:3])[CH3:4])[CH:10]=[C:9]([C:11]([CH3:13])([CH3:14])[CH3:12])[CH:8]=2)=[CH:27][CH:26]=1. Given the reactants [C:1]([C:5]1[CH:6]=[C:7](/[CH:15]=[CH:16]/[C:17]([C:19]2[CH:27]=[CH:26][C:22]([C:23]([OH:25])=[O:24])=[CH:21][CH:20]=2)=[O:18])[CH:8]=[C:9]([C:11]([CH3:14])([CH3:13])[CH3:12])[CH:10]=1)([CH3:4])([CH3:3])[CH3:2].[CH3:28]S(O)(=O)=O, predict the reaction product. (2) Given the reactants [Cl:1][C:2]1[N:7]=[C:6]2[N:8]([CH2:12][CH2:13][N:14]([CH3:16])[CH3:15])[N:9]=[C:10](I)[C:5]2=[C:4]([CH:17]([F:19])[F:18])[CH:3]=1.COCCOC.O.[C:27]1(B(O)O)[CH:32]=[CH:31][CH:30]=[CH:29][CH:28]=1.O.O.P([O-])([O-])([O-])=O.[K+].[K+].[K+], predict the reaction product. The product is: [Cl:1][C:2]1[N:7]=[C:6]2[N:8]([CH2:12][CH2:13][N:14]([CH3:16])[CH3:15])[N:9]=[C:10]([C:27]3[CH:32]=[CH:31][CH:30]=[CH:29][CH:28]=3)[C:5]2=[C:4]([CH:17]([F:19])[F:18])[CH:3]=1. (3) Given the reactants [NH2:1][C@@:2]([C:12]1[C:17]([F:18])=[CH:16][CH:15]=[C:14]([Br:19])[N:13]=1)([CH3:11])[C@@H:3]([F:10])[C@H:4]([OH:9])[C:5]([F:8])([F:7])[F:6].[C:20]([N:28]=[C:29]=[S:30])(=[O:27])[C:21]1[CH:26]=[CH:25][CH:24]=[CH:23][CH:22]=1, predict the reaction product. The product is: [Br:19][C:14]1[N:13]=[C:12]([C@@:2]([NH:1][C:29]([NH:28][C:20](=[O:27])[C:21]2[CH:22]=[CH:23][CH:24]=[CH:25][CH:26]=2)=[S:30])([C@@H:3]([F:10])[C@H:4]([OH:9])[C:5]([F:6])([F:8])[F:7])[CH3:11])[C:17]([F:18])=[CH:16][CH:15]=1. (4) Given the reactants Cl.[NH2:2][CH:3]1[CH2:7][N:6]([C:8]2[CH:13]=[CH:12][C:11](/[CH:14]=[CH:15]/[C:16]3[CH:21]=[CH:20][CH:19]=[C:18]([F:22])[CH:17]=3)=[CH:10][CH:9]=2)[C:5](=[O:23])[CH2:4]1.C(N(CC)CC)C.[C:31](Cl)(=[O:33])[CH3:32], predict the reaction product. The product is: [F:22][C:18]1[CH:17]=[C:16](/[CH:15]=[CH:14]/[C:11]2[CH:10]=[CH:9][C:8]([N:6]3[C:5](=[O:23])[CH2:4][CH:3]([NH:2][C:31](=[O:33])[CH3:32])[CH2:7]3)=[CH:13][CH:12]=2)[CH:21]=[CH:20][CH:19]=1. (5) Given the reactants [Cl:1][C:2]1[CH:3]=[C:4]([F:30])[C:5]([C:24]2[N:28]=[C:27]([CH3:29])[O:26][N:25]=2)=[C:6]([C:8]2[CH:23]=[CH:22][C:11]3[CH:12]([NH:15][C:16]([C:18]4([NH2:21])[CH2:20][CH2:19]4)=[O:17])[CH2:13][O:14][C:10]=3[CH:9]=2)[CH:7]=1.[N:31]1[CH:36]=[CH:35][C:34]([C:37](O)=[O:38])=[CH:33][N:32]=1, predict the reaction product. The product is: [Cl:1][C:2]1[CH:3]=[C:4]([F:30])[C:5]([C:24]2[N:28]=[C:27]([CH3:29])[O:26][N:25]=2)=[C:6]([C:8]2[CH:23]=[CH:22][C:11]3[CH:12]([NH:15][C:16]([C:18]4([NH:21][C:37]([C:34]5[CH:35]=[CH:36][N:31]=[N:32][CH:33]=5)=[O:38])[CH2:20][CH2:19]4)=[O:17])[CH2:13][O:14][C:10]=3[CH:9]=2)[CH:7]=1.